From a dataset of Forward reaction prediction with 1.9M reactions from USPTO patents (1976-2016). Predict the product of the given reaction. (1) Given the reactants [CH3:1][N:2]([CH3:24])[C:3](=[O:23])[C:4]1[CH:9]=[CH:8][CH:7]=[C:6]([S:10][S:10][C:6]2[CH:5]=[C:4]([CH:9]=[CH:8][CH:7]=2)[C:3]([N:2]([CH3:24])[CH3:1])=[O:23])[CH:5]=1.Cl.C1(P(C2C=CC=CC=2)C2C=CC=CC=2)C=CC=CC=1, predict the reaction product. The product is: [SH:10][C:6]1[CH:5]=[C:4]([CH:9]=[CH:8][CH:7]=1)[C:3]([N:2]([CH3:24])[CH3:1])=[O:23]. (2) Given the reactants [CH2:1]([O:8][C:9]([N:11]1[CH:15]([C:16](O)=[O:17])[CH2:14][S:13][C@@H:12]1[C:19]1[N:20]([CH3:24])[CH:21]=[CH:22][N:23]=1)=[O:10])[C:2]1[CH:7]=[CH:6][CH:5]=[CH:4][CH:3]=1.CCN(C(C)C)C(C)C.CN(C(ON1N=NC2C=CC=NC1=2)=[N+](C)C)C.F[P-](F)(F)(F)(F)F.[NH2:58][C:59]1[S:60][CH:61]=[C:62]([C:64]2[CH:75]=[CH:74][C:67]([C:68]([NH:70][CH:71]3[CH2:73][CH2:72]3)=[O:69])=[CH:66][CH:65]=2)[N:63]=1, predict the reaction product. The product is: [CH2:1]([O:8][C:9]([N:11]1[CH:15]([C:16](=[O:17])[NH:58][C:59]2[S:60][CH:61]=[C:62]([C:64]3[CH:65]=[CH:66][C:67]([C:68](=[O:69])[NH:70][CH:71]4[CH2:72][CH2:73]4)=[CH:74][CH:75]=3)[N:63]=2)[CH2:14][S:13][C@@H:12]1[C:19]1[N:20]([CH3:24])[CH:21]=[CH:22][N:23]=1)=[O:10])[C:2]1[CH:7]=[CH:6][CH:5]=[CH:4][CH:3]=1. (3) Given the reactants [F:1][C:2]1[CH:26]=[C:25]([O:27]C)[C:5]2[N:6]=[C:7]([N:18]3[CH2:23][CH2:22][N:21]([CH3:24])[CH2:20][CH2:19]3)[C:8]3[C:13]4[CH:14]=[CH:15][CH:16]=[CH:17][C:12]=4[S:11][C:9]=3[NH:10][C:4]=2[CH:3]=1.C(S)(S)C.[Cl-].[Al+3].[Cl-].[Cl-], predict the reaction product. The product is: [F:1][C:2]1[CH:26]=[C:25]([OH:27])[C:5]2[N:6]=[C:7]([N:18]3[CH2:19][CH2:20][N:21]([CH3:24])[CH2:22][CH2:23]3)[C:8]3[C:13]4[CH:14]=[CH:15][CH:16]=[CH:17][C:12]=4[S:11][C:9]=3[NH:10][C:4]=2[CH:3]=1. (4) Given the reactants [CH3:1][O:2][C:3]1[C:12]2[CH:13]=C[O:15][C:11]=2[CH:10]=[C:9]2[C:4]=1[C:5](=[O:18])[CH2:6][C:7]([CH3:17])([CH3:16])[O:8]2.C1(P(C2C=CC=CC=2)C2C=CC=CC=2)C=CC=CC=1.[O:38]=[O+][O-], predict the reaction product. The product is: [OH:15][C:11]1[CH:10]=[C:9]2[C:4]([C:5](=[O:18])[CH2:6][C:7]([CH3:17])([CH3:16])[O:8]2)=[C:3]([O:2][CH3:1])[C:12]=1[CH:13]=[O:38]. (5) Given the reactants [CH2:1]([O:3][C:4]([C:6]1[C:7]([NH2:11])=[N:8][NH:9][CH:10]=1)=[O:5])[CH3:2].[O-]CC.[Na+].Cl[CH2:17][C:18]1[CH:19]=[CH:20][C:21]([F:24])=[N:22][CH:23]=1, predict the reaction product. The product is: [CH2:1]([O:3][C:4]([C:6]1[CH:10]=[N:9][N:8]([CH2:17][C:18]2[CH:23]=[N:22][C:21]([F:24])=[CH:20][CH:19]=2)[C:7]=1[NH2:11])=[O:5])[CH3:2]. (6) Given the reactants [Cl:1][C:2]1[CH:3]=[CH:4][C:5]2[NH:11][C:10](=S)[C@@H:9]([CH2:13][C:14]([O:16][CH2:17][CH3:18])=[O:15])O[C@H:7]([C:19]3[C:28]4OC[CH2:25][O:24][C:23]=4[CH:22]=[CH:21][CH:20]=3)[C:6]=2[CH:29]=1.[OH2:30].[NH2:31][NH2:32].[F:33][C:34]([F:45])([F:44])[C:35](O[C:35](=O)[C:34]([F:45])([F:44])[F:33])=O.FC(F)(F)C(O)=O.[Cl:53]CCCl, predict the reaction product. The product is: [Cl:1][C:2]1[CH:3]=[CH:4][C:5]2[N:11]3[C:35]([C:34]([F:45])([F:44])[F:33])=[N:31][N:32]=[C:10]3[C@@H:9]([CH2:13][C:14]([O:16][CH2:17][CH3:18])=[O:15])[O:30][C@H:7]([C:19]3[CH:20]=[CH:21][CH:22]=[C:23]([O:24][CH3:25])[C:28]=3[Cl:53])[C:6]=2[CH:29]=1. (7) Given the reactants [NH2:1][C:2]1[C:11]2[N:10]=[CH:9][C:8]([CH2:12][CH2:13][C:14]3[CH:19]=[CH:18][C:17]([C:20](=O)[CH3:21])=[CH:16][CH:15]=3)=[CH:7][C:6]=2[C:5]2[CH:23]=[CH:24][C:25]([CH3:27])=[CH:26][C:4]=2[N:3]=1.[CH3:28][N:29]([CH3:33])[CH2:30][CH2:31][NH2:32].C(O)(C(F)(F)F)=O, predict the reaction product. The product is: [NH2:1][C:2]1[C:11]2[N:10]=[CH:9][C:8]([CH2:12][CH2:13][C:14]3[CH:19]=[CH:18][C:17]([CH:20]([NH:32][CH2:31][CH2:30][N:29]([CH3:33])[CH3:28])[CH3:21])=[CH:16][CH:15]=3)=[CH:7][C:6]=2[C:5]2[CH:23]=[CH:24][C:25]([CH3:27])=[CH:26][C:4]=2[N:3]=1. (8) Given the reactants Cl.[CH:2]1([N:5]2[CH2:10][C:9]3([CH2:15][CH2:14][NH:13][CH2:12][CH2:11]3)[O:8][CH2:7][C:6]2=[O:16])[CH2:4][CH2:3]1.[OH-].[Na+].O.O=[CH:21][C:22]([OH:24])=[O:23].[Br:25][C:26]1[CH:31]=[CH:30][C:29](B(O)O)=[CH:28][CH:27]=1, predict the reaction product. The product is: [Br:25][C:26]1[CH:31]=[CH:30][C:29]([CH:21]([N:13]2[CH2:12][CH2:11][C:9]3([O:8][CH2:7][C:6](=[O:16])[N:5]([CH:2]4[CH2:4][CH2:3]4)[CH2:10]3)[CH2:15][CH2:14]2)[C:22]([OH:24])=[O:23])=[CH:28][CH:27]=1.